From a dataset of Peptide-MHC class II binding affinity with 134,281 pairs from IEDB. Regression. Given a peptide amino acid sequence and an MHC pseudo amino acid sequence, predict their binding affinity value. This is MHC class II binding data. (1) The peptide sequence is VHAQTVEDEARRMWA. The MHC is HLA-DQA10401-DQB10402 with pseudo-sequence HLA-DQA10401-DQB10402. The binding affinity (normalized) is 0.314. (2) The peptide sequence is DTGHGTVVMQVKVSK. The MHC is HLA-DQA10201-DQB10402 with pseudo-sequence HLA-DQA10201-DQB10402. The binding affinity (normalized) is 0.312.